Predict the product of the given reaction. From a dataset of Forward reaction prediction with 1.9M reactions from USPTO patents (1976-2016). (1) Given the reactants C([O:3][C:4](=[O:28])[CH:5]([C:8]1[CH:13]=[CH:12][C:11]([C:14]2[CH:19]=[CH:18][C:17]([C:20]([F:23])([F:22])[F:21])=[CH:16][CH:15]=2)=[C:10]([S:24][CH:25]([CH3:27])[CH3:26])[CH:9]=1)[CH2:6][CH3:7])C.[OH-].[K+], predict the reaction product. The product is: [CH:25]([S:24][C:10]1[CH:9]=[C:8]([CH:5]([CH2:6][CH3:7])[C:4]([OH:28])=[O:3])[CH:13]=[CH:12][C:11]=1[C:14]1[CH:15]=[CH:16][C:17]([C:20]([F:23])([F:21])[F:22])=[CH:18][CH:19]=1)([CH3:26])[CH3:27]. (2) The product is: [CH3:27][N:8]([C:7]1[CH:17]=[CH:18][CH:13]=[CH:11][N:12]=1)[CH3:9]. Given the reactants NC1C=C(C=CC=1)CS[C:7]1[NH:8][C:9](=O)C(C#N)=[C:11]([C:13]2[CH:18]=[CH:17]C=C(OC)C=2)[N:12]=1.[CH2:27]1COCC1, predict the reaction product. (3) Given the reactants Cl[C:2]1[CH:7]=[C:6]([O:8][C:9]2[CH:14]=[CH:13][C:12]([NH:15]C(=O)CC(NC3C=CC(F)=CC=3)=O)=[CH:11][C:10]=2[F:29])[CH:5]=[CH:4][N:3]=1.CC(C)([O-])C.[K+].ClC1C=CN=C([C:43]([NH2:45])=[O:44])C=1, predict the reaction product. The product is: [NH2:15][C:12]1[CH:13]=[CH:14][C:9]([O:8][C:6]2[CH:5]=[CH:4][N:3]=[C:2]([C:43]([NH2:45])=[O:44])[CH:7]=2)=[C:10]([F:29])[CH:11]=1. (4) Given the reactants [F:1][C:2]1[CH:7]=[CH:6][C:5]([NH:8][C:9](=[O:14])[C:10]([CH3:13])([CH3:12])[CH3:11])=[CH:4][C:3]=1[C:15]([C:17]1[CH:18]=[C:19]2[C:24](=[CH:25][CH:26]=1)[N:23]=[CH:22][C:21](O)=[N:20]2)=[O:16].O=S(Cl)[Cl:30], predict the reaction product. The product is: [Cl:30][C:21]1[CH:22]=[N:23][C:24]2[C:19]([N:20]=1)=[CH:18][C:17]([C:15]([C:3]1[CH:4]=[C:5]([NH:8][C:9](=[O:14])[C:10]([CH3:13])([CH3:12])[CH3:11])[CH:6]=[CH:7][C:2]=1[F:1])=[O:16])=[CH:26][CH:25]=2. (5) Given the reactants Cl[C:2]1[N:7]=[C:6]([Cl:8])[N:5]=[CH:4][N:3]=1.C(N(C(C)C)CC)(C)C.[NH2:18][C:19]1[CH:20]=[N:21][N:22]([CH2:24][C@H:25]2[O:30][CH2:29][CH2:28][N:27]([C:31]([O:33][C:34]([CH3:37])([CH3:36])[CH3:35])=[O:32])[CH2:26]2)[CH:23]=1, predict the reaction product. The product is: [Cl:8][C:6]1[N:5]=[CH:4][N:3]=[C:2]([NH:18][C:19]2[CH:20]=[N:21][N:22]([CH2:24][C@H:25]3[O:30][CH2:29][CH2:28][N:27]([C:31]([O:33][C:34]([CH3:37])([CH3:36])[CH3:35])=[O:32])[CH2:26]3)[CH:23]=2)[N:7]=1. (6) The product is: [N:40]([CH2:31][C:27]1[CH:26]=[C:25]([CH:30]=[CH:29][CH:28]=1)[C:24]([NH:23][C:12]1[CH:13]=[CH:14][C:15]([N:17]2[CH2:22][CH2:21][CH2:20][CH2:19][CH2:18]2)=[CH:16][C:11]=1[C:9]([NH:8]/[N:7]=[CH:6]/[C:5]1[CH:34]=[CH:35][C:2]([Cl:1])=[C:3]([C:36]([F:39])([F:38])[F:37])[CH:4]=1)=[O:10])=[O:33])=[N+:41]=[N-:42]. Given the reactants [Cl:1][C:2]1[CH:35]=[CH:34][C:5](/[CH:6]=[N:7]/[NH:8][C:9]([C:11]2[CH:16]=[C:15]([N:17]3[CH2:22][CH2:21][CH2:20][CH2:19][CH2:18]3)[CH:14]=[CH:13][C:12]=2[NH:23][C:24](=[O:33])[C:25]2[CH:30]=[CH:29][CH:28]=[C:27]([CH2:31]Cl)[CH:26]=2)=[O:10])=[CH:4][C:3]=1[C:36]([F:39])([F:38])[F:37].[N-:40]=[N+:41]=[N-:42].[Na+], predict the reaction product. (7) Given the reactants [OH:1][C@@H:2]([CH3:19])[C:3]([NH:5][CH:6]1[CH2:11][CH2:10][N:9]([C:12]([O:14][C:15]([CH3:18])([CH3:17])[CH3:16])=[O:13])[CH2:8][CH2:7]1)=[O:4].[C:20](N1C=CN=C1)(N1C=CN=C1)=[O:21], predict the reaction product. The product is: [CH3:19][C@@H:2]1[O:1][C:20](=[O:21])[N:5]([CH:6]2[CH2:11][CH2:10][N:9]([C:12]([O:14][C:15]([CH3:18])([CH3:17])[CH3:16])=[O:13])[CH2:8][CH2:7]2)[C:3]1=[O:4]. (8) The product is: [CH3:17][S:18]([O:9][CH:6]1[CH2:7][CH2:8][N:4]([CH:1]([CH3:3])[CH3:2])[CH2:5]1)(=[O:20])=[O:19]. Given the reactants [CH:1]([N:4]1[CH2:8][CH2:7][CH:6]([OH:9])[CH2:5]1)([CH3:3])[CH3:2].C(N(CC)CC)C.[CH3:17][S:18](Cl)(=[O:20])=[O:19], predict the reaction product. (9) Given the reactants [NH2:1][C@H:2]([CH2:7][CH:8]=[CH2:9])[C:3]([O:5][CH3:6])=[O:4].[CH3:10][C:11]([O:14][C:15](O[C:15]([O:14][C:11]([CH3:13])([CH3:12])[CH3:10])=[O:16])=[O:16])([CH3:13])[CH3:12], predict the reaction product. The product is: [C:11]([O:14][C:15]([NH:1][C@H:2]([CH2:7][CH:8]=[CH2:9])[C:3]([O:5][CH3:6])=[O:4])=[O:16])([CH3:13])([CH3:12])[CH3:10].